From a dataset of Blood-brain barrier permeability classification from the B3DB database. Regression/Classification. Given a drug SMILES string, predict its absorption, distribution, metabolism, or excretion properties. Task type varies by dataset: regression for continuous measurements (e.g., permeability, clearance, half-life) or binary classification for categorical outcomes (e.g., BBB penetration, CYP inhibition). Dataset: b3db_classification. The drug is Cc1nc2n(c(=O)c1CCN1CCC(c3noc4cc(F)ccc34)CC1)CCCC2O. The result is 1 (penetrates BBB).